This data is from Full USPTO retrosynthesis dataset with 1.9M reactions from patents (1976-2016). The task is: Predict the reactants needed to synthesize the given product. (1) Given the product [ClH:1].[CH3:33][O:32][C:31]1[CH:30]=[CH:29][C:28]([C:34]2[CH:39]=[CH:38][C:37]([S:40](=[O:43])(=[O:42])[NH2:41])=[CH:36][CH:35]=2)=[CH:27][C:26]=1[CH2:25][N:9]([CH:10]1[CH2:15][CH2:14][CH:13]([NH:16][CH3:17])[CH2:12][CH2:11]1)[C:7]([C:6]1[S:5][C:4]2[C:44]([F:49])=[CH:45][CH:46]=[C:47]([F:48])[C:3]=2[C:2]=1[Cl:1])=[O:8], predict the reactants needed to synthesize it. The reactants are: [Cl:1][C:2]1[C:3]2[C:47]([F:48])=[CH:46][CH:45]=[C:44]([F:49])[C:4]=2[S:5][C:6]=1[C:7]([N:9]([CH2:25][C:26]1[CH:27]=[C:28]([C:34]2[CH:39]=[CH:38][C:37]([S:40](=[O:43])(=[O:42])[NH2:41])=[CH:36][CH:35]=2)[CH:29]=[CH:30][C:31]=1[O:32][CH3:33])[CH:10]1[CH2:15][CH2:14][CH:13]([N:16](C)[C:17](=O)OC(C)(C)C)[CH2:12][CH2:11]1)=[O:8].CC(OC)(C)C. (2) Given the product [C:16]1([C:2]2[NH:14][C:9]3[C:8]([C:3]=2[C:4]([F:7])([F:6])[F:5])=[CH:13][CH:12]=[CH:11][CH:10]=3)[CH:21]=[CH:20][CH:19]=[CH:18][CH:17]=1, predict the reactants needed to synthesize it. The reactants are: Br[C:2](Br)=[C:3]([C:8]1[CH:13]=[CH:12][CH:11]=[CH:10][C:9]=1[NH2:14])[C:4]([F:7])([F:6])[F:5].[C:16]1(B(O)O)[CH:21]=[CH:20][CH:19]=[CH:18][CH:17]=1.[O-]P([O-])([O-])=O.[K+].[K+].[K+].O. (3) Given the product [C:41]([CH2:40][CH2:39][CH2:38][N:37]([CH3:59])[CH2:36][CH2:35][CH2:34][CH2:33][NH:32][C:27]1[CH:28]=[CH:29][CH:30]=[CH:31][C:26]=1[S:23]([NH:22][C:20]([C@@:15]1([NH:14][C:13]([C@H:12]2[NH:8][CH2:9][C@H:10]([O:46][C:47]([N:49]3[CH2:57][C:56]4[C:51](=[CH:52][CH:53]=[CH:54][C:55]=4[F:58])[CH2:50]3)=[O:48])[CH2:11]2)=[O:45])[CH2:17][C@H:16]1[CH:18]=[CH2:19])=[O:21])(=[O:24])=[O:25])([OH:43])=[O:42], predict the reactants needed to synthesize it. The reactants are: C(OC([N:8]1[C@H:12]([C:13](=[O:45])[NH:14][C@:15]2([C:20]([NH:22][S:23]([C:26]3[CH:31]=[CH:30][CH:29]=[CH:28][C:27]=3[NH:32][CH2:33][CH2:34][CH2:35][CH2:36][NH:37][CH2:38][CH2:39][CH2:40][C:41]([O:43]C)=[O:42])(=[O:25])=[O:24])=[O:21])[CH2:17][C@H:16]2[CH:18]=[CH2:19])[CH2:11][C@@H:10]([O:46][C:47]([N:49]2[CH2:57][C:56]3[C:51](=[CH:52][CH:53]=[CH:54][C:55]=3[F:58])[CH2:50]2)=[O:48])[CH2:9]1)=O)(C)(C)C.[C:59](O)(C(F)(F)F)=O.